From a dataset of Cav3 T-type calcium channel HTS with 100,875 compounds. Binary Classification. Given a drug SMILES string, predict its activity (active/inactive) in a high-throughput screening assay against a specified biological target. (1) The compound is s1c2c(nc1SCC(=O)Nc1ncccn1)cccc2. The result is 0 (inactive). (2) The molecule is OC1CC2C(C3C(C4C(CC3)(C(=O)CC4)C)CC2)(CC1)C. The result is 0 (inactive). (3) The compound is Clc1cc([N+]([O-])=O)c(OCC(=O)NC(c2ccc(OC)cc2)c2ccccc2)cc1. The result is 0 (inactive).